This data is from Reaction yield outcomes from USPTO patents with 853,638 reactions. The task is: Predict the reaction yield, written as a fraction of the theoretical maximum amount of product (1.0 means a 100% yield; for example, 0.34 means a 34% yield). (1) The reactants are [C:1]([O:5][C:6](=[O:25])[NH:7][C:8]1[CH:13]=[CH:12][CH:11]=[CH:10][C:9]=1[NH:14][C:15](=[O:24])[C:16]1[CH:21]=[CH:20][C:19]([CH:22]=[CH2:23])=[CH:18][CH:17]=1)([CH3:4])([CH3:3])[CH3:2].C1C=C(Cl)C=C(C(OO)=[O:34])C=1.C([O-])(O)=O.[Na+]. The catalyst is C(Cl)(Cl)Cl. The yield is 0.660. The product is [C:1]([O:5][C:6](=[O:25])[NH:7][C:8]1[CH:13]=[CH:12][CH:11]=[CH:10][C:9]=1[NH:14][C:15](=[O:24])[C:16]1[CH:21]=[CH:20][C:19]([CH:22]2[CH2:23][O:34]2)=[CH:18][CH:17]=1)([CH3:4])([CH3:2])[CH3:3]. (2) The reactants are [C:1]([O:9][C@H:10]1[C@@H:15]([O:16][C:17](=[O:24])[C:18]2[CH:23]=[CH:22][CH:21]=[CH:20][CH:19]=2)[C@H:14]2[CH2:25][C@@H:11]1[C:12](=[O:33])[N:13]2[C:26]([O:28][C:29]([CH3:32])([CH3:31])[CH3:30])=[O:27])(=[O:8])[C:2]1[CH:7]=[CH:6][CH:5]=[CH:4][CH:3]=1.[BH4-].[Na+]. The catalyst is CO. The product is [C:1]([O:9][C@@H:10]1[C@@H:11]([CH2:12][OH:33])[CH2:25][C@@H:14]([NH:13][C:26]([O:28][C:29]([CH3:32])([CH3:31])[CH3:30])=[O:27])[C@@H:15]1[O:16][C:17](=[O:24])[C:18]1[CH:19]=[CH:20][CH:21]=[CH:22][CH:23]=1)(=[O:8])[C:2]1[CH:3]=[CH:4][CH:5]=[CH:6][CH:7]=1. The yield is 0.800. (3) The reactants are Br[C:2]1[CH:10]=[CH:9][CH:8]=[C:7]2[C:3]=1[C:4]1([C:25]3=[N:26][C:27]([O:30][CH3:31])=[CH:28][CH:29]=[C:24]3[O:23][CH2:22]1)[C:5](=[O:21])[N:6]2[CH2:11][C:12]1[O:13][C:14]([C:17]([F:20])([F:19])[F:18])=[CH:15][CH:16]=1.[O:32]1[CH:36]=[CH:35][C:34](B(O)O)=[CH:33]1. The catalyst is C1C=CC([P]([Pd]([P](C2C=CC=CC=2)(C2C=CC=CC=2)C2C=CC=CC=2)([P](C2C=CC=CC=2)(C2C=CC=CC=2)C2C=CC=CC=2)[P](C2C=CC=CC=2)(C2C=CC=CC=2)C2C=CC=CC=2)(C2C=CC=CC=2)C2C=CC=CC=2)=CC=1. The product is [O:32]1[CH:36]=[CH:35][C:34]([C:2]2[CH:10]=[CH:9][CH:8]=[C:7]3[C:3]=2[C:4]2([C:25]4=[N:26][C:27]([O:30][CH3:31])=[CH:28][CH:29]=[C:24]4[O:23][CH2:22]2)[C:5](=[O:21])[N:6]3[CH2:11][C:12]2[O:13][C:14]([C:17]([F:19])([F:18])[F:20])=[CH:15][CH:16]=2)=[CH:33]1. The yield is 0.740. (4) The product is [O:21]1[C:2]2([CH2:5][N:4]([C:6]([O:8][C:9]([CH3:12])([CH3:11])[CH3:10])=[O:7])[CH2:3]2)[CH2:1]1. The yield is 0.261. The reactants are [CH2:1]=[C:2]1[CH2:5][N:4]([C:6]([O:8][C:9]([CH3:12])([CH3:11])[CH3:10])=[O:7])[CH2:3]1.C1C=C(Cl)C=C(C(OO)=[O:21])C=1.[O-]S([O-])(=S)=O.[Na+].[Na+].C([O-])(O)=O.[Na+]. The catalyst is C(Cl)(Cl)Cl.C(O)(C)C. (5) The product is [C:1]([C:3]1[CH:22]=[CH:21][C:6]([C:7]([NH:23][CH2:24][C@H:25]2[O:29][C@@H:28]([N:30]3[CH:37]=[CH:36][C:34](=[O:35])[NH:33][C:31]3=[O:32])[CH2:27][C@@H:26]2[OH:38])([C:14]2[CH:19]=[CH:18][CH:17]=[CH:16][CH:15]=2)[C:8]2[CH:13]=[CH:12][CH:11]=[CH:10][CH:9]=2)=[CH:5][CH:4]=1)#[N:2]. The reactants are [C:1]([C:3]1[CH:22]=[CH:21][C:6]([C:7](Cl)([C:14]2[CH:19]=[CH:18][CH:17]=[CH:16][CH:15]=2)[C:8]2[CH:13]=[CH:12][CH:11]=[CH:10][CH:9]=2)=[CH:5][CH:4]=1)#[N:2].[NH2:23][CH2:24][C@H:25]1[O:29][C@@H:28]([N:30]2[CH:37]=[CH:36][C:34](=[O:35])[NH:33][C:31]2=[O:32])[CH2:27][C@@H:26]1[OH:38]. The yield is 0.370. The catalyst is N1C=CC=CC=1. (6) The product is [CH2:1]([NH:8][C:9]([C:11]1[S:15][C:14]([C:16]2[CH:21]=[N:20][C:19](/[CH:38]=[CH:37]/[C:34]3[CH:35]=[CH:36][C:31]([F:30])=[CH:32][CH:33]=3)=[CH:18][N:17]=2)=[N:13][C:12]=1[CH3:23])=[O:10])[C:2]1[CH:7]=[CH:6][CH:5]=[CH:4][CH:3]=1. The reactants are [CH2:1]([NH:8][C:9]([C:11]1[S:15][C:14]([C:16]2[CH:21]=[N:20][C:19](Br)=[CH:18][N:17]=2)=[N:13][C:12]=1[CH3:23])=[O:10])[C:2]1[CH:7]=[CH:6][CH:5]=[CH:4][CH:3]=1.C([O-])([O-])=O.[Na+].[Na+].[F:30][C:31]1[CH:36]=[CH:35][C:34](/[CH:37]=[CH:38]/B(O)O)=[CH:33][CH:32]=1.O. The yield is 0.640. The catalyst is COC.C1C=CC(P(C2C=CC=CC=2)[C-]2C=CC=C2)=CC=1.C1C=CC(P(C2C=CC=CC=2)[C-]2C=CC=C2)=CC=1.Cl[Pd]Cl.[Fe+2]. (7) The reactants are FC1C(C)=NC2C(N=1)=C([C:12]1[NH:20][C:19]3[CH2:18][CH2:17][NH:16][C:15](=[O:21])[C:14]=3[CH:13]=1)C=CC=2.NC1CCCC(O)C1. No catalyst specified. The product is [NH:20]1[C:19]2[CH2:18][CH2:17][NH:16][C:15](=[O:21])[C:14]=2[CH:13]=[CH:12]1. The yield is 0.170. (8) The reactants are C([NH:3][C:4]([NH:6][C:7]1[S:8][C:9]2[CH:43]=[CH:42][CH:41]=[CH:40][C:10]=2[C:11]=1[C:12]([N:14]1[CH2:19][CH2:18][CH:17]([N:20]2[CH2:25][CH2:24][N:23](C(=O)C(F)(F)F)[CH:22]([C:32]([N:34]3[CH2:39][CH2:38][O:37][CH2:36][CH2:35]3)=[O:33])[CH2:21]2)[CH2:16][CH2:15]1)=[O:13])=[O:5])C.ClC(Cl)(Cl)C(N=C=O)=O.N.CO. The catalyst is O1CCCC1. The product is [N:34]1([C:32]([CH:22]2[NH:23][CH2:24][CH2:25][N:20]([CH:17]3[CH2:18][CH2:19][N:14]([C:12]([C:11]4[C:10]5[CH:40]=[CH:41][CH:42]=[CH:43][C:9]=5[S:8][C:7]=4[NH:6][C:4]([NH2:3])=[O:5])=[O:13])[CH2:15][CH2:16]3)[CH2:21]2)=[O:33])[CH2:39][CH2:38][O:37][CH2:36][CH2:35]1. The yield is 0.634. (9) The reactants are [Br:1][C:2]1[CH:3]=[C:4]2[C:9](=[CH:10][C:11]=1[F:12])[CH:8]1[CH2:13][CH:6]([CH2:7]1)[C:5]2=O.C(=O)([O-])[O-].[Na+].[Na+].[NH2:21][OH:22].Cl. The catalyst is C(O)C.O. The product is [Br:1][C:2]1[CH:3]=[C:4]2[C:9](=[CH:10][C:11]=1[F:12])[CH:8]1[CH2:13][CH:6]([CH2:7]1)[C:5]2=[N:21][OH:22]. The yield is 0.730. (10) The product is [C:27]([O:26][C:24](=[O:25])[NH:23][C:22]1[S:21][C:20]([CH3:31])=[N:19][C:18]=1[C:16](=[O:15])[NH:8][C:6]1[CH:5]=[CH:4][N:3]=[C:2]([CH3:1])[CH:7]=1)([CH3:30])([CH3:28])[CH3:29]. The reactants are [CH3:1][C:2]1[CH:7]=[C:6]([NH2:8])[CH:5]=[CH:4][N:3]=1.C[Al](C)C.C([O:15][C:16]([C:18]1[N:19]=[C:20]([CH3:31])[S:21][C:22]=1[NH:23][C:24]([O:26][C:27]([CH3:30])([CH3:29])[CH3:28])=[O:25])=O)C.S([O-])([O-])(=O)=O.[Na+].[Na+]. The yield is 0.830. The catalyst is O1CCOCC1.O.